This data is from Reaction yield outcomes from USPTO patents with 853,638 reactions. The task is: Predict the reaction yield, written as a fraction of the theoretical maximum amount of product (1.0 means a 100% yield; for example, 0.34 means a 34% yield). (1) The product is [C:1]([O:5][C:6]([N:8]1[CH2:12][CH2:11][C@H:10]([O:13][C:14]2[CH:15]=[CH:16][C:17]3[O:22][CH2:21][CH2:20][N:19]([C:26]4[CH:31]=[N:30][C:29]([O:32][CH3:33])=[C:28]([CH3:34])[CH:27]=4)[C:18]=3[C:23]=2[CH3:24])[CH2:9]1)=[O:7])([CH3:4])([CH3:3])[CH3:2]. The reactants are [C:1]([O:5][C:6]([N:8]1[CH2:12][CH2:11][C@H:10]([O:13][C:14]2[CH:15]=[CH:16][C:17]3[O:22][CH2:21][CH2:20][NH:19][C:18]=3[C:23]=2[CH3:24])[CH2:9]1)=[O:7])([CH3:4])([CH3:3])[CH3:2].Br[C:26]1[CH:27]=[C:28]([CH3:34])[C:29]([O:32][CH3:33])=[N:30][CH:31]=1.CC([O-])(C)C.[Na+]. The catalyst is O1CCOCC1.CCOC(C)=O.CC(OC1C=CC=C(OC(C)C)C=1C1C(P(C2CCCCC2)C2CCCCC2)=CC=CC=1)C. The yield is 0.600. (2) The reactants are [OH:1][S:2]([OH:5])(=[O:4])=[O:3].[CH2:6]([NH:9][C:10]1[N:15]=[C:14]([NH:16][CH2:17][CH2:18][CH3:19])[N:13]=[C:12](O)[N:11]=1)[CH2:7][CH3:8]. The catalyst is O1CCOCC1. The product is [S:2]([O:5][C:12]1[N:13]=[C:14]([NH:16][CH2:17][CH2:18][CH3:19])[N:15]=[C:10]([NH:9][CH2:6][CH2:7][CH3:8])[N:11]=1)([OH:1])(=[O:4])=[O:3]. The yield is 1.00. (3) The reactants are Br[C:2]1[O:3][C:4]2[CH:10]=[CH:9][C:8]([CH2:11][C:12]([O:14][CH3:15])=[O:13])=[CH:7][C:5]=2[CH:6]=1.C([Mg]Cl)(C)C.C([O:24][B:25](OC(C)C)[O:26]C(C)C)(C)C.O. The catalyst is C1COCC1. The product is [CH3:15][O:14][C:12](=[O:13])[CH2:11][C:8]1[CH:9]=[CH:10][C:4]2[O:3][C:2]([B:25]([OH:26])[OH:24])=[CH:6][C:5]=2[CH:7]=1. The yield is 0.650.